This data is from NCI-60 drug combinations with 297,098 pairs across 59 cell lines. The task is: Regression. Given two drug SMILES strings and cell line genomic features, predict the synergy score measuring deviation from expected non-interaction effect. (1) Drug 1: C1=CC(=C2C(=C1NCCNCCO)C(=O)C3=C(C=CC(=C3C2=O)O)O)NCCNCCO. Drug 2: CC(CN1CC(=O)NC(=O)C1)N2CC(=O)NC(=O)C2. Cell line: SK-OV-3. Synergy scores: CSS=51.6, Synergy_ZIP=-1.48, Synergy_Bliss=0.129, Synergy_Loewe=-38.5, Synergy_HSA=2.64. (2) Drug 1: C1CC(=O)NC(=O)C1N2CC3=C(C2=O)C=CC=C3N. Drug 2: C1=CC(=CC=C1CC(C(=O)O)N)N(CCCl)CCCl.Cl. Cell line: U251. Synergy scores: CSS=30.9, Synergy_ZIP=-8.84, Synergy_Bliss=0.0986, Synergy_Loewe=-7.02, Synergy_HSA=0.861. (3) Drug 1: C1=CC(=CC=C1CC(C(=O)O)N)N(CCCl)CCCl.Cl. Drug 2: CC1=C(N=C(N=C1N)C(CC(=O)N)NCC(C(=O)N)N)C(=O)NC(C(C2=CN=CN2)OC3C(C(C(C(O3)CO)O)O)OC4C(C(C(C(O4)CO)O)OC(=O)N)O)C(=O)NC(C)C(C(C)C(=O)NC(C(C)O)C(=O)NCCC5=NC(=CS5)C6=NC(=CS6)C(=O)NCCC[S+](C)C)O. Cell line: HCT116. Synergy scores: CSS=51.4, Synergy_ZIP=-1.44, Synergy_Bliss=-1.10, Synergy_Loewe=-20.2, Synergy_HSA=0.210. (4) Drug 1: CC1=CC=C(C=C1)C2=CC(=NN2C3=CC=C(C=C3)S(=O)(=O)N)C(F)(F)F. Drug 2: CN1C2=C(C=C(C=C2)N(CCCl)CCCl)N=C1CCCC(=O)O.Cl. Cell line: SF-539. Synergy scores: CSS=-0.865, Synergy_ZIP=-2.38, Synergy_Bliss=-5.49, Synergy_Loewe=-5.34, Synergy_HSA=-5.14. (5) Drug 1: C1CN(P(=O)(OC1)NCCCl)CCCl. Drug 2: C(CN)CNCCSP(=O)(O)O. Cell line: M14. Synergy scores: CSS=-7.28, Synergy_ZIP=4.61, Synergy_Bliss=4.85, Synergy_Loewe=-2.25, Synergy_HSA=-2.42. (6) Drug 1: CN(CCCl)CCCl.Cl. Drug 2: B(C(CC(C)C)NC(=O)C(CC1=CC=CC=C1)NC(=O)C2=NC=CN=C2)(O)O. Cell line: 786-0. Synergy scores: CSS=67.0, Synergy_ZIP=-4.81, Synergy_Bliss=-0.534, Synergy_Loewe=-10.2, Synergy_HSA=-0.647. (7) Drug 1: C1CCC(CC1)NC(=O)N(CCCl)N=O. Drug 2: CC(C)CN1C=NC2=C1C3=CC=CC=C3N=C2N. Cell line: SK-MEL-5. Synergy scores: CSS=7.61, Synergy_ZIP=-1.45, Synergy_Bliss=-0.466, Synergy_Loewe=-5.96, Synergy_HSA=-5.50. (8) Drug 1: CCC(=C(C1=CC=CC=C1)C2=CC=C(C=C2)OCCN(C)C)C3=CC=CC=C3.C(C(=O)O)C(CC(=O)O)(C(=O)O)O. Drug 2: C(CCl)NC(=O)N(CCCl)N=O. Cell line: SNB-19. Synergy scores: CSS=13.2, Synergy_ZIP=-0.564, Synergy_Bliss=3.34, Synergy_Loewe=0.870, Synergy_HSA=2.76.